This data is from CYP2C19 inhibition data for predicting drug metabolism from PubChem BioAssay. The task is: Regression/Classification. Given a drug SMILES string, predict its absorption, distribution, metabolism, or excretion properties. Task type varies by dataset: regression for continuous measurements (e.g., permeability, clearance, half-life) or binary classification for categorical outcomes (e.g., BBB penetration, CYP inhibition). Dataset: cyp2c19_veith. (1) The compound is CC(C)(C)NC(=O)[C@@H]1C[C@H]2CCCC[C@@H]2CN1C[C@H](O)[C@H](Cc1ccccc1)NC(=O)[C@@H](CC(N)=O)NC(=O)c1ccc2ccccc2n1.CS(=O)(=O)O. The result is 0 (non-inhibitor). (2) The drug is CC(C)CNc1nc2ncnc(N)c2[nH]1. The result is 0 (non-inhibitor).